Regression. Given a peptide amino acid sequence and an MHC pseudo amino acid sequence, predict their binding affinity value. This is MHC class II binding data. From a dataset of Peptide-MHC class II binding affinity with 134,281 pairs from IEDB. (1) The peptide sequence is TLWQRPLVTIKIGGQLMEAL. The MHC is DRB1_1101 with pseudo-sequence DRB1_1101. The binding affinity (normalized) is 0.265. (2) The peptide sequence is ELNNALQNLARTISE. The MHC is HLA-DQA10401-DQB10402 with pseudo-sequence HLA-DQA10401-DQB10402. The binding affinity (normalized) is 0.530. (3) The peptide sequence is PSLTMACMAKQSQTP. The MHC is DRB1_0101 with pseudo-sequence DRB1_0101. The binding affinity (normalized) is 0.335.